Dataset: Full USPTO retrosynthesis dataset with 1.9M reactions from patents (1976-2016). Task: Predict the reactants needed to synthesize the given product. Given the product [F:13][C:14]1[CH:15]=[C:16]([NH:22][C:2]2[C:11]3[C:6](=[CH:7][CH:8]=[CH:9][CH:10]=3)[N:5]=[C:4]([CH3:12])[N:3]=2)[CH:17]=[CH:18][C:19]=1[O:20][CH3:21], predict the reactants needed to synthesize it. The reactants are: Cl[C:2]1[C:11]2[C:6](=[CH:7][CH:8]=[CH:9][CH:10]=2)[N:5]=[C:4]([CH3:12])[N:3]=1.[F:13][C:14]1[CH:15]=[C:16]([NH2:22])[CH:17]=[CH:18][C:19]=1[O:20][CH3:21].